The task is: Predict the reactants needed to synthesize the given product.. This data is from Full USPTO retrosynthesis dataset with 1.9M reactions from patents (1976-2016). (1) Given the product [C:4]1(=[O:6])[O:12][C:1](=[O:11])[C:2]2=[CH:10][CH:9]=[CH:8][CH:7]=[C:3]12, predict the reactants needed to synthesize it. The reactants are: [C:1]([OH:12])(=[O:11])[C:2]1[C:3](=[CH:7][CH:8]=[CH:9][CH:10]=1)[C:4]([OH:6])=O.C1(C)C=CC(S(O)(=O)=O)=CC=1.FC(F)(F)S(O)(=O)=O.S(=O)(=O)(O)O. (2) Given the product [CH3:8][C:7]1[CH:6]=[CH:5][C:4]([NH:9][C:10](=[O:21])[C:11]2[CH:16]=[CH:15][CH:14]=[C:13]([C:17]([F:20])([F:19])[F:18])[CH:12]=2)=[CH:3][C:2]=1[NH:34][C:32]1[CH:31]=[CH:30][N:29]=[C:28]([C:24]2[CH:23]=[N:22][CH:27]=[CH:26][CH:25]=2)[N:33]=1, predict the reactants needed to synthesize it. The reactants are: Br[C:2]1[CH:3]=[C:4]([NH:9][C:10](=[O:21])[C:11]2[CH:16]=[CH:15][CH:14]=[C:13]([C:17]([F:20])([F:19])[F:18])[CH:12]=2)[CH:5]=[CH:6][C:7]=1[CH3:8].[N:22]1[CH:27]=[CH:26][CH:25]=[C:24]([C:28]2[N:33]=[C:32]([NH2:34])[CH:31]=[CH:30][N:29]=2)[CH:23]=1.C(=O)([O-])[O-].[Cs+].[Cs+].C1C=CC(P(C2C(C3C(P(C4C=CC=CC=4)C4C=CC=CC=4)=CC=C4C=3C=CC=C4)=C3C(C=CC=C3)=CC=2)C2C=CC=CC=2)=CC=1. (3) Given the product [C:1]([O:7][CH2:8][C@H:9]([C:15]1[C:37]([CH3:38])=[CH:36][C:18]2[N:19]=[C:20]([C:22]3[CH:27]=[CH:26][CH:25]=[C:24]([O:28][CH2:29][C:30]4[CH:35]=[CH:34][CH:33]=[CH:32][CH:31]=4)[CH:23]=3)[S:21][C:17]=2[C:16]=1[C:44]1[CH:45]=[CH:46][C:41]([Cl:40])=[CH:42][CH:43]=1)[O:10][C:11]([CH3:14])([CH3:13])[CH3:12])(=[O:6])[C:2]([CH3:5])([CH3:4])[CH3:3], predict the reactants needed to synthesize it. The reactants are: [C:1]([O:7][CH2:8][C@H:9]([C:15]1[C:37]([CH3:38])=[CH:36][C:18]2[N:19]=[C:20]([C:22]3[CH:27]=[CH:26][CH:25]=[C:24]([O:28][CH2:29][C:30]4[CH:35]=[CH:34][CH:33]=[CH:32][CH:31]=4)[CH:23]=3)[S:21][C:17]=2[C:16]=1Br)[O:10][C:11]([CH3:14])([CH3:13])[CH3:12])(=[O:6])[C:2]([CH3:5])([CH3:4])[CH3:3].[Cl:40][C:41]1[CH:46]=[CH:45][C:44](B(O)O)=[CH:43][CH:42]=1.C([O-])([O-])=O.[K+].[K+]. (4) Given the product [CH3:19][N:18]([CH3:20])[C:2]1[N:3]=[CH:4][C:5]([C:8]([O:10][CH3:11])=[O:9])=[N:6][CH:7]=1, predict the reactants needed to synthesize it. The reactants are: Cl[C:2]1[N:3]=[CH:4][C:5]([C:8]([O:10][CH3:11])=[O:9])=[N:6][CH:7]=1.C([O-])([O-])=O.[K+].[K+].[NH:18]([CH3:20])[CH3:19].Cl. (5) Given the product [Br:1][C:2]1[CH:7]=[CH:6][CH:5]=[CH:4][C:3]=1[NH:8][C:9]1[NH:13][C:12]2[C:14]([OH:20])=[CH:15][C:16]([C:18]#[N:19])=[CH:17][C:11]=2[N:10]=1, predict the reactants needed to synthesize it. The reactants are: [Br:1][C:2]1[CH:7]=[CH:6][CH:5]=[CH:4][C:3]=1[NH:8][C:9]1[NH:13][C:12]2[C:14]([O:20]C)=[CH:15][C:16]([C:18]#[N:19])=[CH:17][C:11]=2[N:10]=1.[I-].[Li+]. (6) Given the product [NH2:2][C:1](=[N:14][OH:15])[C:3]1[CH:4]=[CH:5][C:6]([OH:13])=[C:7]([CH:12]=1)[C:8]([O:10][CH3:11])=[O:9], predict the reactants needed to synthesize it. The reactants are: [C:1]([C:3]1[CH:4]=[CH:5][C:6]([OH:13])=[C:7]([CH:12]=1)[C:8]([O:10][CH3:11])=[O:9])#[N:2].[NH2:14][OH:15]. (7) Given the product [CH3:16][C@H:3]([CH2:2][N:24]1[CH2:25][CH2:26][CH:21]([O:20][CH2:17][CH2:18][CH3:19])[CH2:22][CH2:23]1)[CH2:4][N:5]1[C:10]2[CH:11]=[CH:12][CH:13]=[CH:14][C:9]=2[S:8][CH2:7][C:6]1=[O:15], predict the reactants needed to synthesize it. The reactants are: I[CH2:2][C@@H:3]([CH3:16])[CH2:4][N:5]1[C:10]2[CH:11]=[CH:12][CH:13]=[CH:14][C:9]=2[S:8][CH2:7][C:6]1=[O:15].[CH2:17]([O:20][CH:21]1[CH2:26][CH2:25][NH:24][CH2:23][CH2:22]1)[CH2:18][CH3:19].